From a dataset of Full USPTO retrosynthesis dataset with 1.9M reactions from patents (1976-2016). Predict the reactants needed to synthesize the given product. (1) Given the product [CH3:13][O:14][CH2:15][CH2:16][N:17]([CH3:36])[CH2:18][CH:19]([C:21]1[CH:26]=[CH:25][C:24]([N:27]([CH3:35])[C:28]2[CH:29]=[CH:30][C:31]([O:34][C:2]3[N:3]=[C:4]([OH:12])[C:5]4[CH:11]=[CH:10][N:9]=[CH:8][C:6]=4[N:7]=3)=[CH:32][CH:33]=2)=[CH:23][CH:22]=1)[CH3:20], predict the reactants needed to synthesize it. The reactants are: Cl[C:2]1[N:3]=[C:4]([OH:12])[C:5]2[CH:11]=[CH:10][N:9]=[CH:8][C:6]=2[N:7]=1.[CH3:13][O:14][CH2:15][CH2:16][N:17]([CH3:36])[CH2:18][CH:19]([C:21]1[CH:26]=[CH:25][C:24]([N:27]([CH3:35])[C:28]2[CH:33]=[CH:32][C:31]([OH:34])=[CH:30][CH:29]=2)=[CH:23][CH:22]=1)[CH3:20]. (2) Given the product [NH2:1][C:2]1[C:7]([F:8])=[C:6]([C:9]2[C:17]3[O:16][C:15]([F:19])([F:18])[O:14][C:13]=3[C:12]([I:29])=[CH:11][CH:10]=2)[N:5]=[C:4]([C:24]([O:26][CH3:27])=[O:25])[C:3]=1[Cl:28], predict the reactants needed to synthesize it. The reactants are: [NH2:1][C:2]1[C:7]([F:8])=[C:6]([C:9]2[C:17]3[O:16][C:15]([F:19])([F:18])[O:14][C:13]=3[C:12]([Si](C)(C)C)=[CH:11][CH:10]=2)[N:5]=[C:4]([C:24]([O:26][CH3:27])=[O:25])[C:3]=1[Cl:28].[I:29]Cl.OS([O-])=O.[Na+].C(OCC)(=O)C. (3) Given the product [CH2:22]([O:24][C:25]([C:26]1[C:27]([C:2]2[CH:20]=[CH:19][C:5]([CH2:6][CH:7]3[CH2:11][CH2:10][N:9]([CH:12]4[CH2:17][CH2:16][CH2:15][CH2:14][CH2:13]4)[C:8]3=[O:18])=[C:4]([Cl:21])[CH:3]=2)=[CH:28][CH:29]=[CH:30][CH:31]=1)=[O:41])[CH3:23], predict the reactants needed to synthesize it. The reactants are: Br[C:2]1[CH:20]=[CH:19][C:5]([CH2:6][CH:7]2[CH2:11][CH2:10][N:9]([CH:12]3[CH2:17][CH2:16][CH2:15][CH2:14][CH2:13]3)[C:8]2=[O:18])=[C:4]([Cl:21])[CH:3]=1.[CH2:22]([O:24][C:25](=[O:41])[C:26]1[CH:31]=[CH:30][CH:29]=[CH:28][C:27]=1B1OC(C)(C)C(C)(C)O1)[CH3:23]. (4) Given the product [O:19]=[C:18]1[CH2:22][CH2:21][C:15]2[CH:16]=[C:11]([C@H:8]3[CH2:9][CH2:10][C@@:4]4([NH:3][C:2](=[O:1])[O:6][CH2:5]4)[CH2:7]3)[CH:12]=[CH:13][C:14]=2[CH2:17]1, predict the reactants needed to synthesize it. The reactants are: [O:1]=[C:2]1[O:6][CH2:5][C@:4]2([CH2:10][CH2:9][C@H:8]([C:11]3[CH:16]=[CH:15][C:14]([CH2:17][C:18](O)=[O:19])=[CH:13][CH:12]=3)[CH2:7]2)[NH:3]1.[C:21](Cl)(=O)[C:22](Cl)=O.[Cl-].[Al+3].[Cl-].[Cl-]. (5) The reactants are: [CH:1](=O)[C:2]1[C:3](=[CH:5][CH:6]=[CH:7][CH:8]=1)[OH:4].[CH3:10][O:11][C:12]1[CH:25]=[CH:24][C:15]([CH2:16][S:17]([CH2:20][C:21](O)=[O:22])(=[O:19])=[O:18])=[CH:14][CH:13]=1. Given the product [CH3:10][O:11][C:12]1[CH:13]=[CH:14][C:15]([CH2:16][S:17]([C:20]2[C:21](=[O:22])[O:4][C:3]3[C:2]([CH:1]=2)=[CH:8][CH:7]=[CH:6][CH:5]=3)(=[O:18])=[O:19])=[CH:24][CH:25]=1, predict the reactants needed to synthesize it. (6) Given the product [CH:1]([N:4]1[CH2:5][CH2:6][N:7]([C:10]2[S:11][C:12]3[CH:18]=[CH:17][C:16]([C:19]([N:22]4[CH2:26][CH2:25][CH2:24][CH2:23]4)=[O:21])=[CH:15][C:13]=3[N:14]=2)[CH2:8][CH2:9]1)([CH3:2])[CH3:3], predict the reactants needed to synthesize it. The reactants are: [CH:1]([N:4]1[CH2:9][CH2:8][N:7]([C:10]2[S:11][C:12]3[CH:18]=[CH:17][C:16]([C:19]([OH:21])=O)=[CH:15][C:13]=3[N:14]=2)[CH2:6][CH2:5]1)([CH3:3])[CH3:2].[NH:22]1[CH2:26][CH2:25][CH2:24][CH2:23]1.CCN(C(C)C)C(C)C.C1CN([P+](ON2N=NC3C=CC=CC2=3)(N2CCCC2)N2CCCC2)CC1.F[P-](F)(F)(F)(F)F.